This data is from Forward reaction prediction with 1.9M reactions from USPTO patents (1976-2016). The task is: Predict the product of the given reaction. (1) Given the reactants C(O[C:6]([N:8]1[CH2:13][CH2:12][C:11]2([CH2:18][CH2:17][CH:16]([O:19][C:20]3[CH:25]=[CH:24][C:23]([Cl:26])=[C:22]([Cl:27])[CH:21]=3)[CH2:15][CH2:14]2)[CH2:10][CH2:9]1)=O)(C)(C)C.C=O.C(O[BH-](OC(=O)C)OC(=O)C)(=O)C.[Na+], predict the reaction product. The product is: [Cl:27][C:22]1[CH:21]=[C:20]([CH:25]=[CH:24][C:23]=1[Cl:26])[O:19][CH:16]1[CH2:17][CH2:18][C:11]2([CH2:10][CH2:9][N:8]([CH3:6])[CH2:13][CH2:12]2)[CH2:14][CH2:15]1. (2) The product is: [Cl:1][C:2]1[CH:11]=[C:10]2[C:5]([C:6]([OH:19])=[C:7]([C:13]3[O:17][N:16]=[C:15]([CH3:18])[CH:14]=3)[C:8](=[O:12])[NH:9]2)=[CH:4][C:3]=1[C:29]1[CH:30]=[CH:31][C:32]([C:35]2[N:36]=[C:37]([NH:40][C:41](=[O:43])[CH3:42])[S:38][CH:39]=2)=[CH:33][CH:34]=1. Given the reactants [Cl:1][C:2]1[CH:11]=[C:10]2[C:5]([C:6]([OH:19])=[C:7]([C:13]3[O:17][N:16]=[C:15]([CH3:18])[CH:14]=3)[C:8](=[O:12])[NH:9]2)=[CH:4][C:3]=1I.CC1(C)C(C)(C)OB([C:29]2[CH:34]=[CH:33][C:32]([C:35]3[N:36]=[C:37]([NH:40][C:41](=[O:43])[CH3:42])[S:38][CH:39]=3)=[CH:31][CH:30]=2)O1.C(=O)([O-])[O-].[Cs+].[Cs+], predict the reaction product.